From a dataset of Peptide-MHC class II binding affinity with 134,281 pairs from IEDB. Regression. Given a peptide amino acid sequence and an MHC pseudo amino acid sequence, predict their binding affinity value. This is MHC class II binding data. The peptide sequence is KKSAHGSPTFWMGSH. The MHC is DRB1_0801 with pseudo-sequence DRB1_0801. The binding affinity (normalized) is 0.